This data is from Forward reaction prediction with 1.9M reactions from USPTO patents (1976-2016). The task is: Predict the product of the given reaction. (1) Given the reactants [CH:1]1[C:14]2[CH:13]=[C:12](B(O)O)[C:11]3[C:6](=[CH:7][CH:8]=[CH:9][CH:10]=3)[C:5]=2[CH:4]=[CH:3][CH:2]=1.Br[C:19]1[CH:20]=[C:21]([C:26]2[N:31]=[C:30]([C:32]3[CH:37]=[CH:36][CH:35]=[CH:34][CH:33]=3)[N:29]=[C:28]([C:38]3[CH:43]=[CH:42][CH:41]=[CH:40][CH:39]=3)[N:27]=2)[CH:22]=[C:23](Br)[CH:24]=1.C([O-])([O-])=O.[K+].[K+].[N:50]1[CH:55]=[CH:54][CH:53]=[C:52]([C:56]2[CH:57]=[C:58](B(O)O)[CH:59]=[CH:60][CH:61]=2)[CH:51]=1, predict the reaction product. The product is: [C:32]1([C:30]2[N:29]=[C:28]([C:38]3[CH:39]=[CH:40][CH:41]=[CH:42][CH:43]=3)[N:27]=[C:26]([C:21]3[CH:20]=[C:19]([C:58]4[CH:59]=[CH:60][CH:61]=[C:56]([C:52]5[CH:51]=[N:50][CH:55]=[CH:54][CH:53]=5)[CH:57]=4)[CH:24]=[C:23]([C:13]4[C:14]5[C:5]([C:6]6[CH:7]=[CH:8][CH:9]=[CH:10][C:11]=6[CH:12]=4)=[CH:4][CH:3]=[CH:2][CH:1]=5)[CH:22]=3)[N:31]=2)[CH:37]=[CH:36][CH:35]=[CH:34][CH:33]=1. (2) Given the reactants [F:1][C:2]1[CH:8]=[CH:7][C:6]([N+:9]([O-:11])=[O:10])=[CH:5][C:3]=1[NH2:4].C(N(C(C)C)CC)(C)C.[Cl:21][CH2:22][CH2:23][CH2:24][C:25](Cl)=[O:26], predict the reaction product. The product is: [Cl:21][CH2:22][CH2:23][CH2:24][C:25]([NH:4][C:3]1[CH:5]=[C:6]([N+:9]([O-:11])=[O:10])[CH:7]=[CH:8][C:2]=1[F:1])=[O:26].